Dataset: Retrosynthesis with 50K atom-mapped reactions and 10 reaction types from USPTO. Task: Predict the reactants needed to synthesize the given product. (1) Given the product CC(C)CC(=O)Oc1ccc(C[C@H]([NH3+])C(N)=O)cc1OC(=O)CC(C)C, predict the reactants needed to synthesize it. The reactants are: CC(C)CC(=O)Oc1ccc(C[C@H](NC(=O)OC(C)(C)C)C(N)=O)cc1OC(=O)CC(C)C.Cl. (2) Given the product CN1C(=O)C2(CCCCC2)CN(C2CCCC2)c2nc(Cl)ncc21, predict the reactants needed to synthesize it. The reactants are: CI.O=C1Nc2cnc(Cl)nc2N(C2CCCC2)CC12CCCCC2. (3) Given the product CCc1ccc(N(Cc2ccc(C(=O)N(C)C)cc2)C(=O)Nc2c(C(C)C)cccc2C(C)C)cc1, predict the reactants needed to synthesize it. The reactants are: CC(C)c1cccc(C(C)C)c1N=C=O.CCc1ccc(NCc2ccc(C(=O)N(C)C)cc2)cc1. (4) Given the product CCCNC(=O)c1ccc([N+](=O)[O-])s1, predict the reactants needed to synthesize it. The reactants are: CCCN.O=C(O)c1ccc([N+](=O)[O-])s1. (5) Given the product COC(=O)c1sccc1NC1CCC1, predict the reactants needed to synthesize it. The reactants are: COC(=O)c1sccc1N.O=C1CCC1. (6) The reactants are: CC(C)(C)OC(=O)CC(=O)c1ccnc(C#N)c1.CC(C)(C)OC(=O)Nc1ccc(-c2ccc(F)cc2F)cc1N. Given the product CC(C)(C)OC(=O)Nc1ccc(-c2ccc(F)cc2F)cc1NC(=O)CC(=O)c1ccnc(C#N)c1, predict the reactants needed to synthesize it. (7) Given the product Cn1cncc1-c1cc2c(cn1)[nH]c1ncc(-c3ccc(CN4CCCCC4)cc3)cc12, predict the reactants needed to synthesize it. The reactants are: Brc1cc2c(cn1)[nH]c1ncc(-c3ccc(CN4CCCCC4)cc3)cc12.CCCC[Sn](CCCC)(CCCC)c1cncn1C.